The task is: Predict which catalyst facilitates the given reaction.. This data is from Catalyst prediction with 721,799 reactions and 888 catalyst types from USPTO. (1) Reactant: [C:1]([C:5]1[S:13][C:12]2[C:11](Cl)=[N:10][C:9]([C:15]([C:17]3[CH:22]=[CH:21][C:20]([F:23])=[CH:19][CH:18]=3)=[O:16])=[N:8][C:7]=2[CH:6]=1)([CH3:4])([CH3:3])[CH3:2].[CH3:24][C:25]1[NH:29][N:28]=[C:27]([NH2:30])[CH:26]=1.CCN(C(C)C)C(C)C. Product: [C:1]([C:5]1[S:13][C:12]2[C:11]([NH:30][C:27]3[CH:26]=[C:25]([CH3:24])[NH:29][N:28]=3)=[N:10][C:9]([C:15]([C:17]3[CH:22]=[CH:21][C:20]([F:23])=[CH:19][CH:18]=3)=[O:16])=[N:8][C:7]=2[CH:6]=1)([CH3:4])([CH3:3])[CH3:2]. The catalyst class is: 18. (2) Reactant: [CH3:1][O:2][C:3](=[O:40])[CH2:4][CH2:5][CH2:6][CH2:7][CH2:8][CH2:9][CH2:10][CH2:11][C:12](=[O:39])[NH:13][C:14]1[CH:19]=[CH:18][CH:17]=[CH:16][C:15]=1[S:20](=[O:38])(=[O:37])[NH:21][C:22]([C@@:24]1([NH:29]C(OC(C)(C)C)=O)[CH2:26][C@H:25]1[CH:27]=[CH2:28])=[O:23].Cl. Product: [CH3:1][O:2][C:3](=[O:40])[CH2:4][CH2:5][CH2:6][CH2:7][CH2:8][CH2:9][CH2:10][CH2:11][C:12](=[O:39])[NH:13][C:14]1[CH:19]=[CH:18][CH:17]=[CH:16][C:15]=1[S:20](=[O:38])(=[O:37])[NH:21][C:22]([C@@:24]1([NH2:29])[CH2:26][C@H:25]1[CH:27]=[CH2:28])=[O:23]. The catalyst class is: 12. (3) Product: [C:3]1([CH:11]=[CH:10][CH:9]=[C:7]([OH:8])[C:5]=1[OH:6])[OH:4].[CH:11]1[C:10]2[CH:10]=[CH:9][CH:7]=[C:5]([OH:6])[C:3](=[O:4])[C:9]=2[C:7]([OH:8])=[C:5]([OH:6])[C:3]=1[OH:4]. Reactant: O=O.[C:3]1([CH:11]=[CH:10][CH:9]=[C:7]([OH:8])[C:5]=1[OH:6])[OH:4].OO. The catalyst class is: 6. (4) Product: [Cl:24][C:16]1[N:15]([CH3:19])[C:14]2[C:9]([C:7]([C:6]3[CH:20]=[CH:21][C:3]([O:2][CH3:1])=[CH:4][CH:5]=3)=[O:8])=[CH:10][CH:11]=[CH:12][C:13]=2[N:17]=1. Reactant: [CH3:1][O:2][C:3]1[CH:21]=[CH:20][C:6]([C:7]([C:9]2[C:14]3[N:15]([CH3:19])[C:16](=O)[NH:17][C:13]=3[CH:12]=[CH:11][CH:10]=2)=[O:8])=[CH:5][CH:4]=1.P(Cl)(Cl)([Cl:24])=O. The catalyst class is: 13. (5) Reactant: [NH2:1][C:2]1[C:7]([C:8]#[N:9])=[C:6]([NH:10][C@H:11]([C:13]2[N:17]([CH3:18])[C:16]3[C:19](Br)=[C:20]([F:23])[CH:21]=[CH:22][C:15]=3[N:14]=2)[CH3:12])[N:5]=[CH:4][N:3]=1.[N:25]1[CH:30]=[CH:29][C:28](B(O)O)=[CH:27][CH:26]=1.C(=O)([O-])[O-].[Cs+].[Cs+]. Product: [NH2:1][C:2]1[C:7]([C:8]#[N:9])=[C:6]([NH:10][C@H:11]([C:13]2[N:17]([CH3:18])[C:16]3[C:19]([C:28]4[CH:29]=[CH:30][N:25]=[CH:26][CH:27]=4)=[C:20]([F:23])[CH:21]=[CH:22][C:15]=3[N:14]=2)[CH3:12])[N:5]=[CH:4][N:3]=1. The catalyst class is: 70. (6) Reactant: [CH2:1]([N:3]1[CH2:8][CH:7]2[CH:5]([CH:6]2[C:9]2[CH:14]=[C:13]([F:15])[CH:12]=[CH:11][C:10]=2[S:16]([NH:19][C:20]2[C:29]([C:30]([O:32]C)=[O:31])=[C:28]3[C:23]([C@H:24]4[CH2:34][C@H:25]4[CH2:26][O:27]3)=[CH:22][CH:21]=2)(=[O:18])=[O:17])[CH2:4]1)[CH3:2].O.[OH-].[Li+]. Product: [CH2:1]([N:3]1[CH2:8][CH:7]2[CH:5]([CH:6]2[C:9]2[CH:14]=[C:13]([F:15])[CH:12]=[CH:11][C:10]=2[S:16]([NH:19][C:20]2[C:29]([C:30]([OH:32])=[O:31])=[C:28]3[C:23]([C@H:24]4[CH2:34][C@H:25]4[CH2:26][O:27]3)=[CH:22][CH:21]=2)(=[O:17])=[O:18])[CH2:4]1)[CH3:2]. The catalyst class is: 38. (7) Reactant: [NH2:1][C:2]1[CH:3]=[C:4]([CH2:8][CH2:9][OH:10])[CH:5]=[CH:6][CH:7]=1.CCN(C(C)C)C(C)C.[CH3:20][C:21]([O:24][C:25](O[C:25]([O:24][C:21]([CH3:23])([CH3:22])[CH3:20])=[O:26])=[O:26])([CH3:23])[CH3:22]. Product: [OH:10][CH2:9][CH2:8][C:4]1[CH:3]=[C:2]([NH:1][C:25](=[O:26])[O:24][C:21]([CH3:23])([CH3:22])[CH3:20])[CH:7]=[CH:6][CH:5]=1. The catalyst class is: 1. (8) Reactant: [NH:1]1[C:5]([NH2:6])=[CH:4][CH:3]=[N:2]1.[F:7][CH:8]([C:14](OCC)=[O:15])[C:9](OCC)=[O:10].[O-]CC.[Na+]. Product: [F:7][C:8]1[C:9]([OH:10])=[N:6][C:5]2[N:1]([N:2]=[CH:3][CH:4]=2)[C:14]=1[OH:15]. The catalyst class is: 14. (9) Reactant: [F:1][C:2]1[CH:7]=[C:6]([F:8])[CH:5]=[CH:4][C:3]=1[NH:9][NH2:10].C(=O)([O-])[O-].[K+].[K+].[C:17](OCC)(=[O:25])[C:18]#[C:19][C:20]([O:22][CH2:23][CH3:24])=[O:21]. Product: [F:1][C:2]1[CH:7]=[C:6]([F:8])[CH:5]=[CH:4][C:3]=1[N:9]1[C:17]([OH:25])=[CH:18][C:19]([C:20]([O:22][CH2:23][CH3:24])=[O:21])=[N:10]1. The catalyst class is: 8.